This data is from Full USPTO retrosynthesis dataset with 1.9M reactions from patents (1976-2016). The task is: Predict the reactants needed to synthesize the given product. (1) Given the product [NH2:9][C:8]1[CH:7]=[CH:6][C:5]([N:12]([CH3:21])[CH2:13][C:14]([O:16][C:17]([CH3:18])([CH3:19])[CH3:20])=[O:15])=[CH:4][C:3]=1[O:2][CH3:1], predict the reactants needed to synthesize it. The reactants are: [CH3:1][O:2][C:3]1[CH:4]=[C:5]([N:12]([CH3:21])[CH2:13][C:14]([O:16][C:17]([CH3:20])([CH3:19])[CH3:18])=[O:15])[CH:6]=[CH:7][C:8]=1[N+:9]([O-])=O. (2) Given the product [Br:17][C:18]1[CH:19]=[CH:20][C:21]2[O:30][C:29]3[C:28](=[O:31])[NH:27][C:26]([CH2:32][O:14][CH2:13][CH:10]4[CH2:11][CH2:12][NH:8][CH2:9]4)=[N:25][C:24]=3[C:22]=2[CH:23]=1, predict the reactants needed to synthesize it. The reactants are: C(OC([N:8]1[CH2:12][CH2:11][CH:10]([CH2:13][OH:14])[CH2:9]1)=O)(C)(C)C.[H-].[Na+].[Br:17][C:18]1[CH:19]=[CH:20][C:21]2[O:30][C:29]3[C:28](=[O:31])[NH:27][C:26]([CH:32]4CCCN4)=[N:25][C:24]=3[C:22]=2[CH:23]=1.Cl. (3) Given the product [CH3:15][C:16]1[CH:21]=[C:20]([CH3:22])[CH:19]=[CH:18][C:17]=1[C:23]1[C:5]([C:4]([O:3][CH2:1][CH3:2])=[O:10])=[CH:6][O:25][N:24]=1, predict the reactants needed to synthesize it. The reactants are: [CH2:1]([O:3][C:4](=[O:10])[CH:5]=[CH:6]N(C)C)[CH3:2].CN(C)C.[CH3:15][C:16]1[CH:21]=[C:20]([CH3:22])[CH:19]=[CH:18][C:17]=1[C:23](Cl)=[N:24][OH:25]. (4) Given the product [F:1][C:2]([F:18])([F:19])[C:3]([N:5]1[CH2:6][CH2:7][C:8]2[C:13](=[CH:12][C:11]([C:14]([F:17])([F:16])[F:15])=[CH:10][CH:9]=2)[CH2:20]1)=[O:4], predict the reactants needed to synthesize it. The reactants are: [F:1][C:2]([F:19])([F:18])[C:3]([NH:5][CH2:6][CH2:7][C:8]1[CH:13]=[CH:12][C:11]([C:14]([F:17])([F:16])[F:15])=[CH:10][CH:9]=1)=[O:4].[CH2:20]=O.S(=O)(=O)(O)O. (5) Given the product [O:4]1[C:8]2[CH:9]=[CH:10][CH:11]=[C:12]([N:13]3[CH2:18][CH2:17][N:16]([CH2:19][CH2:20][C@H:21]4[CH2:26][CH2:25][C@H:24]([NH:27][C:38]([C:35]5[CH:36]=[CH:37][C:29]6[O:28][CH2:33][CH2:32][O:31][C:30]=6[CH:34]=5)=[O:39])[CH2:23][CH2:22]4)[CH2:15][CH2:14]3)[C:7]=2[O:6][CH2:5]1, predict the reactants needed to synthesize it. The reactants are: Cl.Cl.Cl.[O:4]1[C:8]2[CH:9]=[CH:10][CH:11]=[C:12]([N:13]3[CH2:18][CH2:17][N:16]([CH2:19][CH2:20][C@H:21]4[CH2:26][CH2:25][C@H:24]([NH2:27])[CH2:23][CH2:22]4)[CH2:15][CH2:14]3)[C:7]=2[O:6][CH2:5]1.[O:28]1[CH2:33][CH2:32][O:31][C:30]2[CH:34]=[C:35]([C:38](O)=[O:39])[CH:36]=[CH:37][C:29]1=2.